This data is from Forward reaction prediction with 1.9M reactions from USPTO patents (1976-2016). The task is: Predict the product of the given reaction. (1) Given the reactants [CH3:1][CH:2]([O:4][C:5]1[CH:6]=[C:7]([O:17][C:18]2[CH:23]=[CH:22][C:21]([S:24]([CH3:27])(=[O:26])=[O:25])=[CH:20][CH:19]=2)[CH:8]=[C:9]2[C:13]=1[NH:12][C:11]([C:14]([NH2:16])=O)=[CH:10]2)[CH3:3].COC1C=CC(P2(SP(C3C=CC(OC)=CC=3)(=S)S2)=[S:37])=CC=1, predict the reaction product. The product is: [CH3:1][CH:2]([O:4][C:5]1[CH:6]=[C:7]([O:17][C:18]2[CH:19]=[CH:20][C:21]([S:24]([CH3:27])(=[O:25])=[O:26])=[CH:22][CH:23]=2)[CH:8]=[C:9]2[C:13]=1[NH:12][C:11]([C:14](=[S:37])[NH2:16])=[CH:10]2)[CH3:3]. (2) The product is: [F:1][C:2]1[CH:11]=[C:10]([F:12])[CH:9]=[C:8]2[C:3]=1[C:4]([NH:20][C:21]1[C:26]([C:39]3[CH:40]=[CH:41][C:36]([C:35]([F:46])([F:45])[F:34])=[CH:37][CH:38]=3)=[CH:25][N:24]=[C:23]([N:28]3[CH2:33][CH2:32][O:31][CH2:30][CH2:29]3)[CH:22]=1)=[C:5]([CH3:19])[C:6]([C:13]1[CH:18]=[CH:17][CH:16]=[CH:15][N:14]=1)=[N:7]2. Given the reactants [F:1][C:2]1[CH:11]=[C:10]([F:12])[CH:9]=[C:8]2[C:3]=1[C:4]([NH:20][C:21]1[C:26](I)=[CH:25][N:24]=[C:23]([N:28]3[CH2:33][CH2:32][O:31][CH2:30][CH2:29]3)[CH:22]=1)=[C:5]([CH3:19])[C:6]([C:13]1[CH:18]=[CH:17][CH:16]=[CH:15][N:14]=1)=[N:7]2.[F:34][C:35]([F:46])([F:45])[C:36]1[CH:41]=[CH:40][C:39](B(O)O)=[CH:38][CH:37]=1.C1(P(C2CCCCC2)C2CCCCC2)CCCCC1.[O-]P([O-])([O-])=O.[K+].[K+].[K+], predict the reaction product.